This data is from Forward reaction prediction with 1.9M reactions from USPTO patents (1976-2016). The task is: Predict the product of the given reaction. (1) Given the reactants [NH2:1][C:2]1[C:3]2[CH:10]=[CH:9][N:8]([C@H:11]3[C@:15]([C:17]#[CH:18])([OH:16])[C@H:14]([OH:19])[C@@H:13]([CH2:20][OH:21])[O:12]3)[C:4]=2[N:5]=[CH:6][N:7]=1.CCN([CH2:27][CH3:28])CC.[C:29](OC(=O)C)(=[O:31])[CH3:30].CN(C=[O:40])C, predict the reaction product. The product is: [C:29]([O:21][CH2:20][C@@H:13]1[C@@H:14]([O:19][C:27](=[O:40])[CH3:28])[C@@:15]([C:17]#[CH:18])([OH:16])[C@H:11]([N:8]2[C:4]3[N:5]=[CH:6][N:7]=[C:2]([NH2:1])[C:3]=3[CH:10]=[CH:9]2)[O:12]1)(=[O:31])[CH3:30]. (2) Given the reactants [CH3:1][O:2][C:3]1[CH:4]=[C:5]2[C:15](=[CH:16][CH:17]=1)[C:9]1([CH2:14][CH2:13][NH:12][CH2:11][CH2:10]1)[NH:8][CH2:7][CH2:6]2.[F:18][C:19]([F:32])([F:31])[C:20]1[CH:30]=[CH:29][CH:28]=[CH:27][C:21]=1[CH:22]=[CH:23][C:24](O)=[O:25].CCN(C(C)C)C(C)C.C1C=CC2N(O)N=NC=2C=1.CCN=C=NCCCN(C)C.Cl, predict the reaction product. The product is: [CH3:1][O:2][C:3]1[CH:4]=[C:5]2[C:15](=[CH:16][CH:17]=1)[C:9]1([CH2:10][CH2:11][N:12]([C:24](=[O:25])/[CH:23]=[CH:22]/[C:21]3[CH:27]=[CH:28][CH:29]=[CH:30][C:20]=3[C:19]([F:31])([F:32])[F:18])[CH2:13][CH2:14]1)[NH:8][CH2:7][CH2:6]2. (3) Given the reactants Cl.CN.[CH2:4]([N:6](CC)CC)C.[Cl:11][C:12]1[CH:17]=[CH:16][N:15]=[C:14]([C:18](Cl)=[O:19])[CH:13]=1, predict the reaction product. The product is: [Cl:11][C:12]1[CH:17]=[CH:16][N:15]=[C:14]([C:18]([NH:6][CH3:4])=[O:19])[CH:13]=1. (4) Given the reactants FC(F)(F)C([CH:5]([NH2:22])[CH:6]1[CH2:11][CH2:10][N:9]([C:12]([O:14][CH2:15][C:16]2[CH:21]=[CH:20][CH:19]=[CH:18][CH:17]=2)=[O:13])[CH2:8][CH2:7]1)=O.[OH-].[Na+], predict the reaction product. The product is: [NH2:22][CH2:5][CH:6]1[CH2:11][CH2:10][N:9]([C:12]([O:14][CH2:15][C:16]2[CH:17]=[CH:18][CH:19]=[CH:20][CH:21]=2)=[O:13])[CH2:8][CH2:7]1. (5) Given the reactants [CH3:1][O-:2].[Na+].[CH2:4]([O:6][C:7](=[O:15])[C:8]1[CH:13]=[CH:12][CH:11]=[N:10][C:9]=1Cl)[CH3:5], predict the reaction product. The product is: [CH2:4]([O:6][C:7](=[O:15])[C:8]1[CH:13]=[CH:12][CH:11]=[N:10][C:9]=1[O:2][CH3:1])[CH3:5]. (6) Given the reactants [CH3:1][O:2][CH2:3][CH2:4][CH2:5][O:6][CH:7]([C:14]1[CH:19]=[CH:18][CH:17]=[CH:16][CH:15]=1)[CH:8]1[CH2:13][CH2:12][CH2:11][NH:10][CH2:9]1.C(OC([NH:27][C@H:28]([CH2:33][CH:34]1[CH2:39][CH2:38][CH2:37][CH2:36][CH2:35]1)[CH2:29][C:30](O)=[O:31])=O)(C)(C)C, predict the reaction product. The product is: [NH2:27][C@H:28]([CH2:33][CH:34]1[CH2:39][CH2:38][CH2:37][CH2:36][CH2:35]1)[CH2:29][C:30]([N:10]1[CH2:11][CH2:12][CH2:13][CH:8]([CH:7]([O:6][CH2:5][CH2:4][CH2:3][O:2][CH3:1])[C:14]2[CH:15]=[CH:16][CH:17]=[CH:18][CH:19]=2)[CH2:9]1)=[O:31]. (7) Given the reactants Br[C:2]1[CH:3]=[C:4]2[C:8](=[CH:9][CH:10]=1)[NH:7][N:6]=[CH:5]2.CC1(C)C(C)(C)OB([C:19]2[CH:20]=[C:21]3[C:26](=[CH:27][CH:28]=2)[CH:25]=[C:24]([NH:29][C:30]([C:32]2[CH:36]=[CH:35][S:34][CH:33]=2)=[O:31])[CH:23]=[CH:22]3)O1.C([O-])([O-])=O.[K+].[K+].C([O-])([O-])=O.[Na+].[Na+], predict the reaction product. The product is: [NH:7]1[C:8]2[C:4](=[CH:3][C:2]([C:19]3[CH:20]=[C:21]4[C:26](=[CH:27][CH:28]=3)[CH:25]=[C:24]([NH:29][C:30]([C:32]3[CH:36]=[CH:35][S:34][CH:33]=3)=[O:31])[CH:23]=[CH:22]4)=[CH:10][CH:9]=2)[CH:5]=[N:6]1. (8) Given the reactants [F:1][CH:2]([F:27])[O:3][C:4]1[CH:5]=[C:6]([C:11]2[O:12][CH:13]=[C:14]([CH2:16][CH2:17][C:18]([C:20]3[C:25]([CH3:26])=[CH:24][CH:23]=[CH:22][N:21]=3)=[O:19])[N:15]=2)[CH:7]=[CH:8][C:9]=1[OH:10].[CH2:28](I)[CH3:29], predict the reaction product. The product is: [F:27][CH:2]([F:1])[O:3][C:4]1[CH:5]=[C:6]([C:11]2[O:12][CH:13]=[C:14]([CH2:16][CH2:17][C:18]([C:20]3[C:25]([CH3:26])=[CH:24][CH:23]=[CH:22][N:21]=3)=[O:19])[N:15]=2)[CH:7]=[CH:8][C:9]=1[O:10][CH2:28][CH3:29]. (9) Given the reactants [C:1]([O:4][C:5]1[CH:21]=[CH:20][CH:19]=[CH:18][C:6]=1[C:7]([CH2:9][CH2:10][CH2:11][CH2:12][CH2:13][CH2:14][C:15](O)=[O:16])=[O:8])(=[O:3])[CH3:2].[NH2:22][OH:23].Cl, predict the reaction product. The product is: [OH:23][NH:22][C:15](=[O:16])[CH2:14][CH2:13][CH2:12][CH2:11][CH2:10][CH2:9][C:7](=[O:8])[C:6]1[CH:18]=[CH:19][CH:20]=[CH:21][C:5]=1[O:4][C:1](=[O:3])[CH3:2].